From a dataset of Forward reaction prediction with 1.9M reactions from USPTO patents (1976-2016). Predict the product of the given reaction. (1) Given the reactants [NH2:1][C:2]1[N:3]=[CH:4][C:5]([C:8]#[N:9])=[N:6][CH:7]=1.[C:10]1(=[O:16])[O:15][C:13](=[O:14])[CH2:12][CH2:11]1, predict the reaction product. The product is: [C:8]([C:5]1[N:6]=[CH:7][C:2]([NH:1][C:10](=[O:16])[CH2:11][CH2:12][C:13]([OH:15])=[O:14])=[N:3][CH:4]=1)#[N:9]. (2) Given the reactants [C:1]1([CH2:7][C:8]([OH:10])=[O:9])[CH:6]=[CH:5][CH:4]=[CH:3][CH:2]=1.[Li+].C[Si]([N-][Si](C)(C)C)(C)C.Br[CH2:22][C:23]([O:25][C:26](C)(C)C)=[O:24], predict the reaction product. The product is: [C:1]1([CH:7]([CH2:22][C:23]([O:25][CH3:26])=[O:24])[C:8]([O:10][C:1]([CH3:7])([CH3:6])[CH3:2])=[O:9])[CH:6]=[CH:5][CH:4]=[CH:3][CH:2]=1. (3) Given the reactants [CH3:1][C:2]1[N:3]([C:8]2[CH:12]=[CH:11][N:10]([CH3:13])[N:9]=2)[C:4]([CH3:7])=[CH:5][CH:6]=1.C([Li])CCC.[I:19]I.Cl, predict the reaction product. The product is: [CH3:7][C:4]1[N:3]([C:8]2[CH:12]=[C:11]([I:19])[N:10]([CH3:13])[N:9]=2)[C:2]([CH3:1])=[CH:6][CH:5]=1.